From a dataset of Retrosynthesis with 50K atom-mapped reactions and 10 reaction types from USPTO. Predict the reactants needed to synthesize the given product. (1) The reactants are: Ic1ccc(I)cc1.OC1CN2CCC1CC2. Given the product Ic1ccc(OC2CN3CCC2CC3)cc1, predict the reactants needed to synthesize it. (2) The reactants are: COc1ccc(CN)cc1.Clc1nc2ccc(Br)cc2cc1I. Given the product COc1ccc(CNc2nc3ccc(Br)cc3cc2I)cc1, predict the reactants needed to synthesize it. (3) Given the product O=C1CO[C@@H](c2ccc(F)cc2)CN1Cc1ccccc1, predict the reactants needed to synthesize it. The reactants are: O=C(CCl)N(Cc1ccccc1)C[C@@H](O)c1ccc(F)cc1. (4) Given the product COc1cc(CNC(=O)c2cc(-c3ccc(Cl)c(C)c3)c(OCC(F)(F)F)cn2)on1, predict the reactants needed to synthesize it. The reactants are: COc1cc(CN)on1.Cc1cc(-c2cc(C(=O)O)ncc2OCC(F)(F)F)ccc1Cl. (5) Given the product O=C(c1ccc(Cn2c3ccc(F)cc3c3c2cnn3C2CCCCO2)cc1)N1CCOCC1, predict the reactants needed to synthesize it. The reactants are: C1COCCN1.O=C(O)c1ccc(Cn2c3ccc(F)cc3c3c2cnn3C2CCCCO2)cc1. (6) Given the product CCOc1ccc(C(=O)CCC(=O)Nc2ccc(CN3CCOCC3)c(-c3ccccc3)c2)cc1OCC, predict the reactants needed to synthesize it. The reactants are: CCOc1ccc(C(=O)CCC(=O)O)cc1OCC.Nc1ccc(CN2CCOCC2)c(-c2ccccc2)c1.